From a dataset of Reaction yield outcomes from USPTO patents with 853,638 reactions. Predict the reaction yield, written as a fraction of the theoretical maximum amount of product (1.0 means a 100% yield; for example, 0.34 means a 34% yield). (1) The reactants are [CH2:1]([O:8][C:9]1[CH:14]=[CH:13][C:12]([C:15](=[O:17])[CH3:16])=[CH:11][CH:10]=1)[C:2]1[CH:7]=[CH:6][CH:5]=[CH:4][CH:3]=1.[C:18]([C:22](OCC)=[O:23])([F:21])([F:20])[F:19].CC[O-].[Na+]. The catalyst is C1COCC1. The product is [CH2:1]([O:8][C:9]1[CH:10]=[CH:11][C:12]([C:15](=[O:17])[CH2:16][C:22](=[O:23])[C:18]([F:21])([F:20])[F:19])=[CH:13][CH:14]=1)[C:2]1[CH:3]=[CH:4][CH:5]=[CH:6][CH:7]=1. The yield is 1.00. (2) The catalyst is CC#N. The product is [Br:1][C:2]1[CH:10]=[C:9](/[CH:11]=[CH:12]/[CH:13]([C:18]2[CH:23]=[C:22]([Cl:24])[C:21]([Cl:25])=[C:20]([Cl:26])[CH:19]=2)[C:14]([F:15])([F:16])[F:17])[CH:8]=[CH:7][C:3]=1[C:4]([NH:73][C:69]([CH3:70])([CH3:31])[C:67](=[O:68])[NH:66][CH2:65][C:64]([F:63])([F:74])[F:75])=[O:6]. The yield is 0.550. The reactants are [Br:1][C:2]1[CH:10]=[C:9](/[CH:11]=[CH:12]/[CH:13]([C:18]2[CH:23]=[C:22]([Cl:24])[C:21]([Cl:25])=[C:20]([Cl:26])[CH:19]=2)[C:14]([F:17])([F:16])[F:15])[CH:8]=[CH:7][C:3]=1[C:4]([OH:6])=O.O.N1(O)C2C=CC=C[C:31]=2N=N1.CN(C(ON1N=NC2C=CC=CC1=2)=[N+](C)C)C.F[P-](F)(F)(F)(F)F.Cl.[F:63][C:64]([F:75])([F:74])[CH2:65][NH:66][C:67]([CH:69]([NH2:73])[CH:70](C)C)=[O:68].C(N(C(C)C)CC)(C)C. (3) The reactants are [C:1]([C:4]1[CH:11]=[CH:10][C:7]([CH:8]=[O:9])=[CH:6][CH:5]=1)([OH:3])=O.CN(C)C=O.S(Cl)(Cl)=O.[CH2:21]([NH:23][CH2:24][CH3:25])[CH3:22]. The catalyst is ClCCl.C(O)C. The product is [CH:8]([C:7]1[CH:10]=[CH:11][C:4]([C:1]([N:23]([CH2:24][CH3:25])[CH2:21][CH3:22])=[O:3])=[CH:5][CH:6]=1)=[O:9]. The yield is 0.320. (4) The reactants are [CH3:1][O:2][C:3]1[CH:8]=[C:7]([O:9][CH2:10][O:11][CH3:12])[CH:6]=[C:5]([O:13][CH2:14][O:15][CH3:16])[CH:4]=1.[Li][CH2:18]CCC.CI. The catalyst is C1COCC1. The product is [CH3:1][O:2][C:3]1[CH:8]=[C:7]([O:9][CH2:10][O:11][CH3:12])[C:6]([CH3:18])=[C:5]([O:13][CH2:14][O:15][CH3:16])[CH:4]=1. The yield is 0.670. (5) The reactants are [CH:1]([N:4]1[C:12]2[C:7](=[CH:8][CH:9]=[C:10]([NH:13][S:14]([CH3:17])(=[O:16])=[O:15])[CH:11]=2)[C:6](B2OC(C)(C)C(C)(C)O2)=[CH:5]1)([CH3:3])[CH3:2].C(=O)([O-])[O-].[K+].[K+].Br[C:34]1[S:35][C:36]([Cl:39])=[CH:37][CH:38]=1.O1CCOCC1. The catalyst is C(OCC)(=O)C.[Pd].C1(P(C2C=CC=CC=2)C2C=CC=CC=2)C=CC=CC=1.C1(P(C2C=CC=CC=2)C2C=CC=CC=2)C=CC=CC=1.C1(P(C2C=CC=CC=2)C2C=CC=CC=2)C=CC=CC=1.C1(P(C2C=CC=CC=2)C2C=CC=CC=2)C=CC=CC=1.O. The product is [Cl:39][C:36]1[S:35][C:34]([C:6]2[C:7]3[C:12](=[CH:11][C:10]([NH:13][S:14]([CH3:17])(=[O:15])=[O:16])=[CH:9][CH:8]=3)[N:4]([CH:1]([CH3:2])[CH3:3])[CH:5]=2)=[CH:38][CH:37]=1. The yield is 0.340.